Predict the reaction yield, written as a fraction of the theoretical maximum amount of product (1.0 means a 100% yield; for example, 0.34 means a 34% yield). From a dataset of Reaction yield outcomes from USPTO patents with 853,638 reactions. (1) The reactants are [CH:1]1([C:4]2[N:8]([C:9]([O:11][C:12]([CH3:15])([CH3:14])[CH3:13])=[O:10])[C:7]3[CH:16]=[C:17]([C:26]4[C:27]([CH3:32])=[N:28][O:29][C:30]=4[CH3:31])[CH:18]=[C:19]([C:20](=[O:25])N(OC)C)[C:6]=3[N:5]=2)[CH2:3][CH2:2]1.[H-].[Al+3].[Li+].[H-].[H-].[H-].C(OCC)C. The catalyst is C1COCC1. The product is [CH:1]1([C:4]2[N:8]([C:9]([O:11][C:12]([CH3:15])([CH3:14])[CH3:13])=[O:10])[C:7]3[CH:16]=[C:17]([C:26]4[C:27]([CH3:32])=[N:28][O:29][C:30]=4[CH3:31])[CH:18]=[C:19]([CH:20]=[O:25])[C:6]=3[N:5]=2)[CH2:2][CH2:3]1. The yield is 0.825. (2) The reactants are [F:1][C:2]1[CH:10]=[CH:9][CH:8]=[C:7]([F:11])[C:3]=1[C:4](=[S:6])[NH2:5].C([CH:14](Br)[C:15](=O)[C:16]([O-:18])=[O:17])C.[CH2:21](O)[CH3:22]. No catalyst specified. The product is [F:1][C:2]1[CH:10]=[CH:9][CH:8]=[C:7]([F:11])[C:3]=1[C:4]1[S:6][CH:14]=[C:15]([C:16]([O:18][CH2:21][CH3:22])=[O:17])[N:5]=1. The yield is 0.840. (3) The reactants are [K].[CH:2]([C:5]1[CH:6]=[CH:7][C:8]2[O:12][C:11]([S:13](O)(=[O:15])=[O:14])=[C:10]([CH3:17])[C:9]=2[CH:18]=1)([CH3:4])[CH3:3].O=P(Cl)(Cl)[Cl:21]. No catalyst specified. The product is [CH:2]([C:5]1[CH:6]=[CH:7][C:8]2[O:12][C:11]([S:13]([Cl:21])(=[O:15])=[O:14])=[C:10]([CH3:17])[C:9]=2[CH:18]=1)([CH3:4])[CH3:3]. The yield is 0.330. (4) The reactants are [CH2:1]([C:5]1[CH:15]=[CH:14][C:8]2[CH:9]=[C:10]([CH2:12][OH:13])[O:11][C:7]=2[CH:6]=1)[CH2:2][CH2:3][CH3:4].CC(OI1(OC(C)=O)(OC(C)=O)OC(=O)C2C=CC=CC1=2)=O.C(=O)(O)[O-].[Na+]. The catalyst is ClCCl. The product is [CH2:1]([C:5]1[CH:15]=[CH:14][C:8]2[CH:9]=[C:10]([CH:12]=[O:13])[O:11][C:7]=2[CH:6]=1)[CH2:2][CH2:3][CH3:4]. The yield is 0.960. (5) The reactants are Cl[C:2]1[C:11]([CH3:12])=[CH:10][C:9]2[C:4](=[CH:5][CH:6]=[C:7]([O:13][CH3:14])[CH:8]=2)[N:3]=1.[NH:15]1[C:19]([C:20]2[CH:25]=[CH:24][C:23](B(O)O)=[CH:22][CH:21]=2)=[N:18][N:17]=[N:16]1.C([O-])([O-])=O.[K+].[K+].COCCOCCO.Cl. The catalyst is [OH-].[Na+].C1C=CC(P(C2C=CC=CC=2)[C-]2C=CC=C2)=CC=1.C1C=CC(P(C2C=CC=CC=2)[C-]2C=CC=C2)=CC=1.Cl[Pd]Cl.[Fe+2].O. The product is [NH:18]1[C:19]([C:20]2[CH:25]=[CH:24][C:23]([C:2]3[C:11]([CH3:12])=[CH:10][C:9]4[C:4](=[CH:5][CH:6]=[C:7]([O:13][CH3:14])[CH:8]=4)[N:3]=3)=[CH:22][CH:21]=2)=[N:15][N:16]=[N:17]1. The yield is 0.840.